Dataset: Reaction yield outcomes from USPTO patents with 853,638 reactions. Task: Predict the reaction yield, written as a fraction of the theoretical maximum amount of product (1.0 means a 100% yield; for example, 0.34 means a 34% yield). (1) The yield is 0.980. The reactants are C[O:2][C:3]([C:5]1([NH:10][S:11]([C:14]2[CH:19]=[CH:18][CH:17]=[C:16]([Cl:20])[C:15]=2[CH3:21])(=[O:13])=[O:12])[CH2:9][CH2:8][CH2:7][CH2:6]1)=[O:4].C1COCC1.CO.O[Li].O. The product is [Cl:20][C:16]1[C:15]([CH3:21])=[C:14]([S:11]([NH:10][C:5]2([C:3]([OH:4])=[O:2])[CH2:9][CH2:8][CH2:7][CH2:6]2)(=[O:13])=[O:12])[CH:19]=[CH:18][CH:17]=1. The catalyst is O. (2) The reactants are [OH:1][CH:2]1[CH2:7][CH2:6][C:5]([CH3:12])([C:8]([O:10][CH3:11])=[O:9])[CH2:4][CH2:3]1.[N+:13]([C:16]1[CH:24]=[CH:23][C:19]([C:20](O)=[O:21])=[CH:18][CH:17]=1)([O-:15])=[O:14].C1C=CC(P(C2C=CC=CC=2)C2C=CC=CC=2)=CC=1.CC(OC(/N=N/C(OC(C)C)=O)=O)C. The catalyst is C1COCC1. The product is [N+:13]([C:16]1[CH:17]=[CH:18][C:19]([C:20]([O:1][CH:2]2[CH2:3][CH2:4][C:5]([C:8]([O:10][CH3:11])=[O:9])([CH3:12])[CH2:6][CH2:7]2)=[O:21])=[CH:23][CH:24]=1)([O-:15])=[O:14]. The yield is 0.510. (3) The reactants are [NH2:1][C:2](N)=[S:3].[Cl:5][C:6]1[CH:11]=[CH:10][C:9]([C:12]([C:14]2C(Cl)=N[CH:17]=[CH:18][CH:19]=2)=[O:13])=[CH:8][CH:7]=1. The catalyst is O.C(O)C. The product is [ClH:5].[Cl:5][C:6]1[CH:7]=[CH:8][C:9]([C:12]([C:14]2[C:2]([SH:3])=[N:1][CH:17]=[CH:18][CH:19]=2)=[O:13])=[CH:10][CH:11]=1. The yield is 0.760. (4) The reactants are [CH3:1][O:2][C:3](=[O:23])[CH:4]=[CH:5][C:6]1[CH:22]=[CH:21][C:9]2[N:10]([CH2:17][CH2:18][CH2:19][OH:20])[C:11]([CH2:13][CH:14]([CH3:16])[CH3:15])=[N:12][C:8]=2[CH:7]=1.[H][H]. The catalyst is CO.[Pd]. The product is [CH3:1][O:2][C:3](=[O:23])[CH2:4][CH2:5][C:6]1[CH:22]=[CH:21][C:9]2[N:10]([CH2:17][CH2:18][CH2:19][OH:20])[C:11]([CH2:13][CH:14]([CH3:16])[CH3:15])=[N:12][C:8]=2[CH:7]=1. The yield is 1.00. (5) The reactants are [OH:1][CH2:2][CH2:3][CH2:4][NH:5][C:6]1[CH:13]=[CH:12][C:9]([C:10]#[N:11])=[CH:8][CH:7]=1.C(N(CC)CC)C.[C:21]1([CH3:31])[CH:26]=[CH:25][C:24]([S:27](Cl)(=[O:29])=[O:28])=[CH:23][CH:22]=1. The product is [CH3:31][C:21]1[CH:26]=[CH:25][C:24]([S:27]([O:1][CH2:2][CH2:3][CH2:4][NH:5][C:6]2[CH:13]=[CH:12][C:9]([C:10]#[N:11])=[CH:8][CH:7]=2)(=[O:29])=[O:28])=[CH:23][CH:22]=1. The catalyst is CC#N. The yield is 0.770. (6) The reactants are [Cl:1][C:2]1[N:3]=[C:4]([N:14]2[CH2:19][CH2:18][O:17][CH2:16][CH2:15]2)[C:5]2[S:10][C:9]([CH2:11][NH:12][CH3:13])=[CH:8][C:6]=2[N:7]=1.[N:20]1[CH:25]=[CH:24][C:23]([CH:26]=O)=[CH:22][CH:21]=1. No catalyst specified. The product is [Cl:1][C:2]1[N:3]=[C:4]([N:14]2[CH2:19][CH2:18][O:17][CH2:16][CH2:15]2)[C:5]2[S:10][C:9]([CH2:11][N:12]([CH3:13])[CH2:26][C:23]3[CH:22]=[CH:21][N:20]=[CH:25][CH:24]=3)=[CH:8][C:6]=2[N:7]=1. The yield is 0.930. (7) The reactants are [F:1][C:2]1[CH:3]=[CH:4][C:5]([C:8]([NH:10][C:11](=[O:13])[CH3:12])=[CH2:9])=[N:6][CH:7]=1. The catalyst is CO. The product is [F:1][C:2]1[CH:3]=[CH:4][C:5]([C@@H:8]([NH:10][C:11](=[O:13])[CH3:12])[CH3:9])=[N:6][CH:7]=1. The yield is 0.880.